From a dataset of Reaction yield outcomes from USPTO patents with 853,638 reactions. Predict the reaction yield, written as a fraction of the theoretical maximum amount of product (1.0 means a 100% yield; for example, 0.34 means a 34% yield). (1) The reactants are [F:1][C:2]1[CH:26]=[C:25]([F:27])[CH:24]=[CH:23][C:3]=1[CH2:4][O:5][C:6]1[N:7]=[CH:8][N:9]([C:13]2[CH:14]=[C:15]([CH:19]=[CH:20][C:21]=2[CH3:22])[C:16]([OH:18])=[O:17])[C:10](=[O:12])[CH:11]=1.[Cl:28]N1C(=O)CCC1=O.ClC(Cl)C(O)=O. The catalyst is ClC(Cl)C. The product is [Cl:28][C:11]1[C:10](=[O:12])[N:9]([C:13]2[CH:14]=[C:15]([CH:19]=[CH:20][C:21]=2[CH3:22])[C:16]([OH:18])=[O:17])[CH:8]=[N:7][C:6]=1[O:5][CH2:4][C:3]1[CH:23]=[CH:24][C:25]([F:27])=[CH:26][C:2]=1[F:1]. The yield is 0.480. (2) The reactants are [CH3:1][O:2][C:3]1[N:8]=[CH:7][C:6]([NH:9][C:10]2[C:17]([C:18]3[N:26]=[C:25]([CH3:27])[N:24]=[C:23]4[C:19]=3[N:20]=[CH:21][N:22]4C3CCCCO3)=[CH:16][C:13]([CH:14]=O)=[CH:12][N:11]=2)=[CH:5][CH:4]=1.[NH2:34][C:35]1[CH:36]=[N:37][CH:38]=[CH:39][CH:40]=1.[BH4-].[Na+].Cl. The catalyst is C(O)C.ClCCl.CO.C(O[Ti](OC(C)C)(OC(C)C)OC(C)C)(C)C. The product is [CH3:1][O:2][C:3]1[N:8]=[CH:7][C:6]([NH:9][C:10]2[C:17]([C:18]3[N:26]=[C:25]([CH3:27])[N:24]=[C:23]4[C:19]=3[N:20]=[CH:21][NH:22]4)=[CH:16][C:13]([CH2:14][NH:34][C:35]3[CH:36]=[N:37][CH:38]=[CH:39][CH:40]=3)=[CH:12][N:11]=2)=[CH:5][CH:4]=1. The yield is 0.180.